From a dataset of Reaction yield outcomes from USPTO patents with 853,638 reactions. Predict the reaction yield, written as a fraction of the theoretical maximum amount of product (1.0 means a 100% yield; for example, 0.34 means a 34% yield). (1) The reactants are I[C:2]1[CH:7]=[CH:6][C:5]([O:8][CH2:9][CH2:10][O:11][CH3:12])=[CH:4][C:3]=1[N+:13]([O-:15])=[O:14].[C:16]([O:20][CH2:21][CH3:22])(=[O:19])[CH:17]=[CH2:18].C(N(CC)CC)C. The catalyst is C(#N)C.C([O-])(=O)C.[Pd+2].C([O-])(=O)C. The product is [CH3:12][O:11][CH2:10][CH2:9][O:8][C:5]1[CH:6]=[CH:7][C:2](/[CH:18]=[CH:17]/[C:16]([O:20][CH2:21][CH3:22])=[O:19])=[C:3]([N+:13]([O-:15])=[O:14])[CH:4]=1. The yield is 0.960. (2) The reactants are [C:9](O[C:9]([O:11][C:12]([CH3:15])([CH3:14])[CH3:13])=[O:10])([O:11][C:12]([CH3:15])([CH3:14])[CH3:13])=[O:10].[CH:16]1[C:21]([CH2:22][CH:23]([NH2:26])[CH2:24][OH:25])=[CH:20][C:19]([F:27])=[C:18]([F:28])[CH:17]=1. The catalyst is C(Cl)(Cl)Cl. The product is [C:12]([O:11][C:9](=[O:10])[NH:26][CH:23]([CH2:22][C:21]1[CH:16]=[CH:17][C:18]([F:28])=[C:19]([F:27])[CH:20]=1)[CH2:24][OH:25])([CH3:13])([CH3:14])[CH3:15]. The yield is 0.990. (3) The reactants are Cl[C:2]1[CH:3]=[C:4]2[C:9](=[CH:10][N:11]=1)[N:8]([CH2:12][CH2:13][N:14]1[CH2:19][CH2:18][CH:17]([NH:20]C(=O)OC(C)(C)C)[CH2:16][CH2:15]1)[C:7](=[O:28])[CH:6]=[CH:5]2.[CH3:29][O-:30].[Na+]. The catalyst is CO.O.C(OCC)(=O)C. The product is [NH2:20][CH:17]1[CH2:16][CH2:15][N:14]([CH2:13][CH2:12][N:8]2[C:9]3[C:4](=[CH:3][C:2]([O:30][CH3:29])=[N:11][CH:10]=3)[CH:5]=[CH:6][C:7]2=[O:28])[CH2:19][CH2:18]1. The yield is 0.640. (4) The yield is 0.423. The catalyst is C1COCC1. The product is [Cl:40][C:14]([Cl:13])([Cl:39])[C:15]([N:17]1[CH2:22][CH2:21][N:20]([C:23]2[CH:24]=[C:25]([S:35]([N:8]3[C:9]4[C:5](=[CH:4][CH:3]=[C:2]([F:1])[CH:10]=4)[CH:6]=[CH:7]3)(=[O:36])=[O:37])[CH:26]=[CH:27][C:28]=2[O:29][CH2:30][C:31]([F:32])([F:33])[F:34])[CH2:19][CH2:18]1)=[O:16]. The reactants are [F:1][C:2]1[CH:10]=[C:9]2[C:5]([CH:6]=[CH:7][NH:8]2)=[CH:4][CH:3]=1.[H-].[Na+].[Cl:13][C:14]([Cl:40])([Cl:39])[C:15]([N:17]1[CH2:22][CH2:21][N:20]([C:23]2[CH:24]=[C:25]([S:35](Cl)(=[O:37])=[O:36])[CH:26]=[CH:27][C:28]=2[O:29][CH2:30][C:31]([F:34])([F:33])[F:32])[CH2:19][CH2:18]1)=[O:16]. (5) The reactants are [H-].[Na+].[Cl:3][C:4]1[CH:5]=[CH:6][C:7]([CH2:10][OH:11])=[N:8][CH:9]=1.[CH:12]([CH:15]1[C:20]2[N:21]=[CH:22][NH:23][C:19]=2[CH2:18][CH2:17][N:16]1[C:24](OCC(Cl)(Cl)Cl)=[O:25])([CH3:14])[CH3:13]. The catalyst is C1COCC1. The product is [CH:12]([CH:15]1[C:20]2[N:21]=[CH:22][NH:23][C:19]=2[CH2:18][CH2:17][N:16]1[C:24]([O:11][CH2:10][C:7]1[CH:6]=[CH:5][C:4]([Cl:3])=[CH:9][N:8]=1)=[O:25])([CH3:14])[CH3:13]. The yield is 0.0120.